From a dataset of NCI-60 drug combinations with 297,098 pairs across 59 cell lines. Regression. Given two drug SMILES strings and cell line genomic features, predict the synergy score measuring deviation from expected non-interaction effect. Synergy scores: CSS=4.48, Synergy_ZIP=-1.21, Synergy_Bliss=-2.84, Synergy_Loewe=0.547, Synergy_HSA=-3.16. Drug 2: C1CN(P(=O)(OC1)NCCCl)CCCl. Drug 1: CN(C(=O)NC(C=O)C(C(C(CO)O)O)O)N=O. Cell line: PC-3.